Dataset: Forward reaction prediction with 1.9M reactions from USPTO patents (1976-2016). Task: Predict the product of the given reaction. Given the reactants [O:1]=[C:2]([C:7]1[CH:12]=[CH:11][CH:10]=[CH:9][CH:8]=1)[C:3]([O:5][CH3:6])=[O:4].C[Si]([N:17]([Si](C)(C)C)[C:18]1[CH:19]=[C:20]([Mg]Cl)[CH:21]=[CH:22][CH:23]=1)(C)C.C1COCC1, predict the reaction product. The product is: [NH2:17][C:18]1[CH:19]=[C:20]([C:2]([OH:1])([C:7]2[CH:8]=[CH:9][CH:10]=[CH:11][CH:12]=2)[C:3]([O:5][CH3:6])=[O:4])[CH:21]=[CH:22][CH:23]=1.